From a dataset of Forward reaction prediction with 1.9M reactions from USPTO patents (1976-2016). Predict the product of the given reaction. (1) Given the reactants [Cl:1][C:2]1[CH:3]=[C:4]([CH:10]=[CH:11][C:12]=1OS(C(F)(F)F)(=O)=O)[C:5]([O:7][CH2:8][CH3:9])=[O:6].[F:21][C:22]1[CH:27]=[CH:26][C:25]([O:28][CH3:29])=[CH:24][C:23]=1B(O)O.C(=O)([O-])[O-].[K+].[K+], predict the reaction product. The product is: [Cl:1][C:2]1[CH:3]=[C:4]([C:5]([O:7][CH2:8][CH3:9])=[O:6])[CH:10]=[CH:11][C:12]=1[C:23]1[CH:24]=[C:25]([O:28][CH3:29])[CH:26]=[CH:27][C:22]=1[F:21]. (2) Given the reactants [F:1][C:2]1[CH:7]=[CH:6][C:5]([CH2:8][C:9]([N:11]2[CH2:15][CH:14]([O:16][C:17](=[O:22])[C:18]([CH3:21])([CH3:20])[CH3:19])[CH2:13][NH:12]2)=[O:10])=[CH:4][CH:3]=1.[CH3:23][S:24]([C:27]1[N:32]=[C:31]([C:33](Cl)=[O:34])[CH:30]=[CH:29][N:28]=1)(=O)=O.[OH-].[Na+], predict the reaction product. The product is: [F:1][C:2]1[CH:7]=[CH:6][C:5]([CH2:8][C:9]([N:11]2[CH2:15][CH:14]([O:16][C:17](=[O:22])[C:18]([CH3:19])([CH3:21])[CH3:20])[CH2:13][N:12]2[C:33]([C:31]2[CH:30]=[CH:29][N:28]=[C:27]([S:24][CH3:23])[N:32]=2)=[O:34])=[O:10])=[CH:4][CH:3]=1. (3) The product is: [Cl:15][C:7]1[CH:6]=[CH:5][C:4]2[C:9](=[CH:10][CH:11]=[C:2]([F:1])[CH:3]=2)[N:8]=1. Given the reactants [F:1][C:2]1[CH:3]=[C:4]2[C:9](=[CH:10][CH:11]=1)[NH:8][C:7](=O)[CH:6]=[CH:5]2.P(Cl)(Cl)([Cl:15])=O.[OH-].[Na+], predict the reaction product. (4) Given the reactants [N:1]([CH2:4][C:5]1[CH2:10][C@@H:9]([N+:11]([O-:13])=[O:12])[C@H:8]([C:14]2[CH:19]=[CH:18][C:17]([Cl:20])=[CH:16][C:15]=2[Cl:21])[CH2:7][CH:6]=1)=[N+]=[N-].C1(P(C2C=CC=CC=2)C2C=CC=CC=2)C=CC=CC=1, predict the reaction product. The product is: [Cl:21][C:15]1[CH:16]=[C:17]([Cl:20])[CH:18]=[CH:19][C:14]=1[C@H:8]1[C@H:9]([N+:11]([O-:13])=[O:12])[CH2:10][C:5]([CH2:4][NH2:1])=[CH:6][CH2:7]1. (5) Given the reactants [C:1]([O:5][C:6]([N:8]1[CH2:12][C:11](=O)[CH2:10][C@H:9]1[C:14]([OH:16])=[O:15])=[O:7])([CH3:4])([CH3:3])[CH3:2].[NH2:17][O:18][CH2:19][C:20]1[CH:25]=[CH:24][C:23]([O:26][CH3:27])=[CH:22][CH:21]=1, predict the reaction product. The product is: [C:1]([O:5][C:6]([N:8]1[CH2:12][C:11](=[N:17][O:18][CH2:19][C:20]2[CH:25]=[CH:24][C:23]([O:26][CH3:27])=[CH:22][CH:21]=2)[CH2:10][C@H:9]1[C:14]([OH:16])=[O:15])=[O:7])([CH3:4])([CH3:3])[CH3:2]. (6) The product is: [CH2:1]([C:3]1[CH:8]=[N:7][C:6]([N:9]2[CH2:10][CH2:11][CH:12]([N:15]3[CH2:20][CH2:19][CH2:18][C@H:17]([N:21]([CH3:36])[C:22](=[O:31])[O:23][CH2:24][C:25]4[CH:26]=[CH:27][CH:28]=[CH:29][CH:30]=4)[C:16]3=[O:32])[CH2:13][CH2:14]2)=[N:5][CH:4]=1)[CH3:2]. Given the reactants [CH2:1]([C:3]1[CH:4]=[N:5][C:6]([N:9]2[CH2:14][CH2:13][CH:12]([N:15]3[CH2:20][CH2:19][CH2:18][C@H:17]([NH:21][C:22](=[O:31])[O:23][CH2:24][C:25]4[CH:30]=[CH:29][CH:28]=[CH:27][CH:26]=4)[C:16]3=[O:32])[CH2:11][CH2:10]2)=[N:7][CH:8]=1)[CH3:2].[H-].[Na+].I[CH3:36], predict the reaction product. (7) Given the reactants [CH3:1][O:2][C@H:3]1[C@H:8]([NH:9][C:10](=[O:16])[O:11][C:12]([CH3:15])([CH3:14])[CH3:13])[CH2:7][CH2:6][NH:5][CH2:4]1.[O:17]=[C:18]1[CH:27]=[CH:26][C:25]2[C:20](=[CH:21][C:22]([C:28]#[N:29])=[CH:23][CH:24]=2)[N:19]1[CH2:30][CH:31]=O.C(O[BH-](OC(=O)C)OC(=O)C)(=O)C.[Na+], predict the reaction product. The product is: [C:28]([C:22]1[CH:21]=[C:20]2[C:25]([CH:26]=[CH:27][C:18](=[O:17])[N:19]2[CH2:30][CH2:31][N:5]2[CH2:6][CH2:7][C@H:8]([NH:9][C:10](=[O:16])[O:11][C:12]([CH3:13])([CH3:15])[CH3:14])[C@@H:3]([O:2][CH3:1])[CH2:4]2)=[CH:24][CH:23]=1)#[N:29]. (8) Given the reactants C(OC([N:8]1[CH:13]2[CH2:14][CH2:15][CH:9]1[CH2:10][C:11]([C:17]1[C:22]([Cl:23])=[CH:21][N:20]=[CH:19][N:18]=1)([OH:16])[CH2:12]2)=O)(C)(C)C, predict the reaction product. The product is: [ClH:23].[Cl:23][C:22]1[C:17]([C:11]2([OH:16])[CH2:12][CH:13]3[NH:8][CH:9]([CH2:15][CH2:14]3)[CH2:10]2)=[N:18][CH:19]=[N:20][CH:21]=1. (9) Given the reactants Cl[C:2]1[CH:7]=[C:6]([C:8]2([CH2:13][NH:14][C:15]([NH:17][C:18]3[CH:23]=[CH:22][C:21]([C:24]4[CH:29]=[CH:28][N:27]=[C:26]([CH3:30])[CH:25]=4)=[CH:20][CH:19]=3)=[O:16])[CH2:12][CH2:11][CH2:10][CH2:9]2)[CH:5]=[CH:4][N:3]=1.[CH3:31][N:32](C=O)C, predict the reaction product. The product is: [C:31]([C:2]1[CH:7]=[C:6]([C:8]2([CH2:13][NH:14][C:15]([NH:17][C:18]3[CH:23]=[CH:22][C:21]([C:24]4[CH:29]=[CH:28][N:27]=[C:26]([CH3:30])[CH:25]=4)=[CH:20][CH:19]=3)=[O:16])[CH2:12][CH2:11][CH2:10][CH2:9]2)[CH:5]=[CH:4][N:3]=1)#[N:32].